From a dataset of Reaction yield outcomes from USPTO patents with 853,638 reactions. Predict the reaction yield, written as a fraction of the theoretical maximum amount of product (1.0 means a 100% yield; for example, 0.34 means a 34% yield). The reactants are C([O:3][C:4](=O)/[CH:5]=[CH:6]/[CH:7]1[CH2:12][CH2:11][N:10]([C:13]([O:15][CH2:16][C:17]2[CH:22]=[CH:21][CH:20]=[CH:19][CH:18]=2)=[O:14])[CH2:9][CH2:8]1)C.CC(C[AlH]CC(C)C)C.O.[OH-].[Na+]. The catalyst is C(Cl)Cl. The product is [OH:3][CH2:4]/[CH:5]=[CH:6]/[CH:7]1[CH2:12][CH2:11][N:10]([C:13]([O:15][CH2:16][C:17]2[CH:22]=[CH:21][CH:20]=[CH:19][CH:18]=2)=[O:14])[CH2:9][CH2:8]1. The yield is 0.320.